From a dataset of Catalyst prediction with 721,799 reactions and 888 catalyst types from USPTO. Predict which catalyst facilitates the given reaction. (1) Reactant: [OH:1][C:2]1([C:5]([OH:7])=O)[CH2:4][CH2:3]1.Cl.C[N:10]1[C:14]2[CH:15]=[CH:16][C:17]([C:19]3[CH:24]=[CH:23][C:22]([C:25]([N:27]4[CH2:32][CH2:31][NH:30][CH2:29][CH2:28]4)=[O:26])=[CH:21][CH:20]=3)=[CH:18][C:13]=2[NH:12][NH:11]1.[CH3:33]N(C(ON1N=NC2C=CC=CC1=2)=[N+](C)C)C.F[P-](F)(F)(F)(F)F.CCN(C(C)C)C(C)C. Product: [OH:1][C:2]1([C:5]([N:30]2[CH2:29][CH2:28][N:27]([C:25]([C:22]3[CH:23]=[CH:24][C:19]([C:17]4[CH:16]=[CH:15][C:14]5=[N:10][N:11]([CH3:33])[N:12]=[C:13]5[CH:18]=4)=[CH:20][CH:21]=3)=[O:26])[CH2:32][CH2:31]2)=[O:7])[CH2:4][CH2:3]1. The catalyst class is: 35. (2) Reactant: [CH3:1][NH:2][CH2:3][CH2:4][CH2:5][CH2:6][OH:7].[N+:8]([O-:11])([OH:10])=[O:9].C([O-])(O)=O.[Na+]. Product: [N+:8]([O-:11])([O-:10])=[O:9].[CH3:1][NH2+:2][CH2:3][CH2:4][CH2:5][CH2:6][O:7][N+:8]([O-:10])=[O:9]. The catalyst class is: 868. (3) Reactant: [Br:1][C:2]1[CH:7]=[CH:6][C:5]([C:8]2[O:12][N:11]=[C:10]([CH3:13])[C:9]=2[CH2:14][CH2:15][OH:16])=[CH:4][CH:3]=1.C(N(CC)CC)C.[CH3:24][S:25](Cl)(=[O:27])=[O:26]. Product: [Br:1][C:2]1[CH:3]=[CH:4][C:5]([C:8]2[O:12][N:11]=[C:10]([CH3:13])[C:9]=2[CH2:14][CH2:15][O:16][S:25]([CH3:24])(=[O:27])=[O:26])=[CH:6][CH:7]=1. The catalyst class is: 20. (4) Reactant: [Br:1][C:2]1[N:7]2[CH:8]=[C:9]([CH:11]=[O:12])[N:10]=[C:6]2[CH:5]=[CH:4][CH:3]=1.BrC1N=C(N)C=CC=1.[BH4-].[Na+].CO. Product: [Br:1][C:2]1[N:7]2[CH:8]=[C:9]([CH2:11][OH:12])[N:10]=[C:6]2[CH:5]=[CH:4][CH:3]=1. The catalyst class is: 6. (5) Reactant: [CH2:1]([C:8]1[CH2:14][CH2:13][CH2:12][CH2:11][C:10](=[O:15])[CH:9]=1)[C:2]1[CH:7]=[CH:6][CH:5]=[CH:4][CH:3]=1.[H-].[Al+3].[Li+].[H-].[H-].[H-].C([O-])([O-])=O.[K+].[K+]. Product: [CH2:1]([C:8]1[CH2:14][CH2:13][CH2:12][CH2:11][CH:10]([OH:15])[CH:9]=1)[C:2]1[CH:7]=[CH:6][CH:5]=[CH:4][CH:3]=1. The catalyst class is: 28. (6) Reactant: [H-].[Na+].[F:3][C:4]([F:15])([F:14])[C:5]1[CH:10]=[CH:9][N:8]=[CH:7][C:6]=1[C:11]([NH2:13])=[O:12].[CH2:16]([N:23]=[C:24]=[S:25])[C:17]1[CH:22]=[CH:21][CH:20]=[CH:19][CH:18]=1.[CH2:26](Br)[CH:27]=[CH2:28]. Product: [CH2:16]([NH:23][C:24](=[N:13][C:11]([C:6]1[CH:7]=[N:8][CH:9]=[CH:10][C:5]=1[C:4]([F:3])([F:14])[F:15])=[O:12])[S:25][CH2:28][CH:27]=[CH2:26])[C:17]1[CH:22]=[CH:21][CH:20]=[CH:19][CH:18]=1. The catalyst class is: 255.